From a dataset of Catalyst prediction with 721,799 reactions and 888 catalyst types from USPTO. Predict which catalyst facilitates the given reaction. (1) Reactant: [OH:1][CH2:2][CH2:3][NH:4][C:5](=[O:11])[O:6][C:7]([CH3:10])([CH3:9])[CH3:8].C(N(CC)CC)C.[S:19](Cl)([CH3:22])(=[O:21])=[O:20]. Product: [CH3:22][S:19]([O:1][CH2:2][CH2:3][NH:4][C:5]([O:6][C:7]([CH3:8])([CH3:10])[CH3:9])=[O:11])(=[O:21])=[O:20]. The catalyst class is: 2. (2) Reactant: [Br:1][C:2]1[CH:3]=[C:4]([CH:8]([C:10]2[CH:15]=[CH:14][CH:13]=[C:12]([Br:16])[CH:11]=2)[OH:9])[CH:5]=[CH:6][CH:7]=1. Product: [Br:1][C:2]1[CH:3]=[C:4]([C:8]([C:10]2[CH:15]=[CH:14][CH:13]=[C:12]([Br:16])[CH:11]=2)=[O:9])[CH:5]=[CH:6][CH:7]=1. The catalyst class is: 704. (3) Product: [Cl:8][C:7]1[C:2]([C:53]2[CH:54]=[CH:55][CH:56]=[C:51]([CH2:50][N:48]3[CH2:47][CH2:46][NH:45][C@@H:44]([CH3:43])[CH2:49]3)[CH:52]=2)=[CH:3][C:4]([CH2:9][NH:10][C:11]([C:13]2[CH:18]=[CH:17][CH:16]=[C:15]([C:19]([NH:21][CH2:22][C:23]3[C:24]([NH:36][CH:37]4[CH2:42][CH2:41][O:40][CH2:39][CH2:38]4)=[C:25]4[CH:33]=[N:32][N:31]([CH2:34][CH3:35])[C:26]4=[N:27][C:28]=3[CH2:29][CH3:30])=[O:20])[CH:14]=2)=[O:12])=[CH:5][CH:6]=1. The catalyst class is: 73. Reactant: Br[C:2]1[CH:3]=[C:4]([CH2:9][NH:10][C:11]([C:13]2[CH:18]=[CH:17][CH:16]=[C:15]([C:19]([NH:21][CH2:22][C:23]3[C:24]([NH:36][CH:37]4[CH2:42][CH2:41][O:40][CH2:39][CH2:38]4)=[C:25]4[CH:33]=[N:32][N:31]([CH2:34][CH3:35])[C:26]4=[N:27][C:28]=3[CH2:29][CH3:30])=[O:20])[CH:14]=2)=[O:12])[CH:5]=[CH:6][C:7]=1[Cl:8].[CH3:43][C@H:44]1[CH2:49][N:48]([CH2:50][C:51]2[CH:56]=[CH:55][CH:54]=[C:53](B3OC(C)(C)C(C)(C)O3)[CH:52]=2)[CH2:47][CH2:46][N:45]1C(OC(C)(C)C)=O.C(=O)([O-])[O-].[K+].[K+].